From a dataset of Reaction yield outcomes from USPTO patents with 853,638 reactions. Predict the reaction yield, written as a fraction of the theoretical maximum amount of product (1.0 means a 100% yield; for example, 0.34 means a 34% yield). The product is [O:16]1[CH:17]=[CH:18][CH:19]=[C:15]1[C:10]1[N:11]=[C:12]([NH:14][C:20]([C:21]2[CH:26]=[CH:25][N:24]=[CH:23][CH:22]=2)=[O:27])[S:13][C:9]=1[C:7]([CH:4]1[CH2:5][CH2:6][O:1][CH2:2][CH2:3]1)=[O:8]. The reactants are [O:1]1[CH2:6][CH2:5][CH:4]([C:7]([C:9]2[S:13][C:12]([NH2:14])=[N:11][C:10]=2[C:15]2[O:16][CH:17]=[CH:18][CH:19]=2)=[O:8])[CH2:3][CH2:2]1.[C:20](O)(=[O:27])[C:21]1[CH:26]=[CH:25][N:24]=[CH:23][CH:22]=1.CCN=C=NCCCN(C)C.Cl.O.ON1C2C=CC=CC=2N=N1.C(=O)([O-])O.[Na+]. The yield is 0.480. The catalyst is CN(C=O)C.O.